Dataset: TCR-epitope binding with 47,182 pairs between 192 epitopes and 23,139 TCRs. Task: Binary Classification. Given a T-cell receptor sequence (or CDR3 region) and an epitope sequence, predict whether binding occurs between them. (1) The epitope is SLFNTVATLY. The TCR CDR3 sequence is CSASGHRTDGNTIYF. Result: 0 (the TCR does not bind to the epitope). (2) The epitope is ILHCANFNV. The TCR CDR3 sequence is CASSLRDRGARPNTEAFF. Result: 0 (the TCR does not bind to the epitope). (3) The epitope is VLQAVGACV. The TCR CDR3 sequence is CASTWTSAGELFF. Result: 0 (the TCR does not bind to the epitope). (4) The epitope is HPKVSSEVHI. The TCR CDR3 sequence is CSVLGGWGMNTEAFF. Result: 0 (the TCR does not bind to the epitope).